Dataset: Reaction yield outcomes from USPTO patents with 853,638 reactions. Task: Predict the reaction yield, written as a fraction of the theoretical maximum amount of product (1.0 means a 100% yield; for example, 0.34 means a 34% yield). The reactants are [N:1]1[CH:5]([CH:6]2[CH2:11][O:10][CH2:9][CH2:8][N:7]2C(OC(C)(C)C)=O)[N:4]=[N:3][N:2]=1.[ClH:19]. The catalyst is CCOC(C)=O. The product is [ClH:19].[N:4]1[CH:5]([CH:6]2[CH2:11][O:10][CH2:9][CH2:8][NH:7]2)[N:1]=[N:2][N:3]=1. The yield is 0.700.